This data is from Forward reaction prediction with 1.9M reactions from USPTO patents (1976-2016). The task is: Predict the product of the given reaction. Given the reactants [C:1]1([CH:7]([C:48]2[CH:53]=[CH:52][CH:51]=[CH:50][CH:49]=2)[CH2:8][NH:9][C:10]2[N:18]=[C:17]([N:19]3C[CH2:22][C@@H:21]([NH:24][C:25]([NH:27][CH2:28][C:29]4[CH:34]=[CH:33][CH:32]=[CH:31][N:30]=4)=[O:26])[CH2:20]3)[N:16]=[C:15]3[C:11]=2[N:12]=[CH:13][N:14]3[C@@H:35]2[CH2:39][C@H:38]([NH:40][C:41](=[O:45])[CH2:42][CH2:43]O)[C@@H:37]([OH:46])[C@H:36]2[OH:47])[CH:6]=[CH:5][CH:4]=[CH:3][CH:2]=1.[NH2:54][C@@H]1CCN(C2N=C3C(N=CN3[C@@H]3C[C@H](NC(=O)CCO)[C@@H](O)[C@H]3O)=C(NCC(C3C=CC=CC=3)C3C=CC=CC=3)N=2)C1, predict the reaction product. The product is: [C:1]1([CH:7]([C:48]2[CH:53]=[CH:52][CH:51]=[CH:50][CH:49]=2)[CH2:8][NH:9][C:10]2[N:18]=[C:17]([N:19]3[CH:20]=[C:21]([NH:24][C:25]([NH:27][CH2:28][C:29]4[CH:34]=[CH:33][CH:32]=[CH:31][N:30]=4)=[O:26])[CH:22]=[N:54]3)[N:16]=[C:15]3[C:11]=2[N:12]=[CH:13][N:14]3[C@@H:35]2[CH2:39][C@H:38]([NH:40][C:41](=[O:45])[CH2:42][CH3:43])[C@@H:37]([OH:46])[C@H:36]2[OH:47])[CH:6]=[CH:5][CH:4]=[CH:3][CH:2]=1.